Dataset: Reaction yield outcomes from USPTO patents with 853,638 reactions. Task: Predict the reaction yield, written as a fraction of the theoretical maximum amount of product (1.0 means a 100% yield; for example, 0.34 means a 34% yield). (1) The reactants are Cl[C:2]1[C:7]([C:8]([F:11])([F:10])[F:9])=[CH:6][N:5]=[C:4]([NH:12][C:13]2[CH:18]=[CH:17][C:16]([P:19]([CH3:22])([CH3:21])=[O:20])=[CH:15][CH:14]=2)[N:3]=1.C(N(CC)CC)C.[CH3:30][N:31]1[CH2:36][CH2:35][NH:34][CH2:33][CH2:32]1. The catalyst is C(O)C. The product is [CH3:21][P:19]([C:16]1[CH:17]=[CH:18][C:13]([NH:12][C:4]2[N:3]=[C:2]([N:34]3[CH2:35][CH2:36][N:31]([CH3:30])[CH2:32][CH2:33]3)[C:7]([C:8]([F:11])([F:10])[F:9])=[CH:6][N:5]=2)=[CH:14][CH:15]=1)([CH3:22])=[O:20]. The yield is 0.790. (2) The reactants are [OH:1][CH2:2][C:3]([OH:5])=O.C1C=CC2N(O)N=NC=2C=1.C(Cl)CCl.[NH2:20][C@H:21]1[C:29]2[C:24](=[C:25]([C:30]3[N:34]=[C:33]([C:35]4[CH:36]=[CH:37][C:38]([O:43][CH:44]([CH3:46])[CH3:45])=[C:39]([CH:42]=4)[C:40]#[N:41])[O:32][N:31]=3)[CH:26]=[CH:27][CH:28]=2)[CH2:23][CH2:22]1. The catalyst is CN(C=O)C.CC(=O)OCC. The product is [C:40]([C:39]1[CH:42]=[C:35]([C:33]2[O:32][N:31]=[C:30]([C:25]3[CH:26]=[CH:27][CH:28]=[C:29]4[C:24]=3[CH2:23][CH2:22][C@H:21]4[NH:20][C:3](=[O:5])[CH2:2][OH:1])[N:34]=2)[CH:36]=[CH:37][C:38]=1[O:43][CH:44]([CH3:46])[CH3:45])#[N:41]. The yield is 0.480. (3) The reactants are [Cl:1][C:2]1[N:3]=[C:4]([O:20][CH:21]2[CH2:24][CH2:23][CH2:22]2)[C:5]2[C:10](I)=[CH:9][N:8]([CH2:12][O:13][CH2:14][CH2:15][Si:16]([CH3:19])([CH3:18])[CH3:17])[C:6]=2[N:7]=1.[CH3:25][NH:26][C:27](=[O:43])[C:28]1[CH:33]=[CH:32][C:31](B2OC(C)(C)C(C)(C)O2)=[CH:30][CH:29]=1.O.O.O.P([O-])([O-])([O-])=O.[K+].[K+].[K+].O1CCOCC1. The catalyst is O. The product is [Cl:1][C:2]1[N:3]=[C:4]([O:20][CH:21]2[CH2:24][CH2:23][CH2:22]2)[C:5]2[C:10]([C:31]3[CH:32]=[CH:33][C:28]([C:27]([NH:26][CH3:25])=[O:43])=[CH:29][CH:30]=3)=[CH:9][N:8]([CH2:12][O:13][CH2:14][CH2:15][Si:16]([CH3:19])([CH3:18])[CH3:17])[C:6]=2[N:7]=1. The yield is 0.670. (4) The reactants are [Br:1][C:2]1[C:3](=[O:9])[NH:4][N:5]=[C:6]([Cl:8])[CH:7]=1.[H-].[Na+].[CH3:12][Si:13]([CH3:20])([CH3:19])[CH2:14][CH2:15][O:16][CH2:17]Cl. The catalyst is CN(C=O)C. The product is [Br:1][C:2]1[C:3](=[O:9])[N:4]([CH2:17][O:16][CH2:15][CH2:14][Si:13]([CH3:20])([CH3:19])[CH3:12])[N:5]=[C:6]([Cl:8])[CH:7]=1. The yield is 0.560. (5) The reactants are C(N(CC)CC)C.[CH3:8][C@:9]12[C:15]([CH3:17])([CH3:16])[C@H:12]([CH2:13][CH2:14]1)[CH:11]([C:18](Cl)=[O:19])[C:10]2=[O:21].[C:22]([O:26][C:27]([NH:29][NH:30][C:31]1[CH:36]=[CH:35][C:34]([F:37])=[CH:33][C:32]=1[Cl:38])=[O:28])([CH3:25])([CH3:24])[CH3:23].O. The catalyst is ClCCl. The product is [C:22]([O:26][C:27]([NH:29][N:30]([C:31]1[CH:36]=[CH:35][C:34]([F:37])=[CH:33][C:32]=1[Cl:38])[C:18]([CH:11]1[C:10](=[O:21])[C@@:9]2([CH3:8])[C:15]([CH3:17])([CH3:16])[C@@H:12]1[CH2:13][CH2:14]2)=[O:19])=[O:28])([CH3:25])([CH3:23])[CH3:24]. The yield is 0.900. (6) No catalyst specified. The yield is 0.606. The product is [CH3:19][C:20]1[CH:21]=[C:22]([NH:27][C:28]([NH:18][C:10]2[CH:9]=[CH:8][C:13]([S:14]([NH2:17])(=[O:15])=[O:16])=[CH:12][CH:11]=2)=[O:29])[CH:23]=[C:24]([CH3:26])[CH:25]=1. The reactants are NC1C=CC([C:8]2[C:13]([S:14]([NH2:17])(=[O:16])=[O:15])=[CH:12][CH:11]=[C:10]([NH2:18])[CH:9]=2)=CC=1.[CH3:19][C:20]1[CH:21]=[C:22]([N:27]=[C:28]=[O:29])[CH:23]=[C:24]([CH3:26])[CH:25]=1.[K+].[Br-].NC(N)=O. (7) The reactants are S(Cl)([Cl:3])=O.[CH3:5][O:6][C:7]1[C:12]([CH2:13]O)=[C:11]([C:15]([F:18])([F:17])[F:16])[N:10]=[CH:9][N:8]=1. No catalyst specified. The product is [Cl:3][CH2:13][C:12]1[C:7]([O:6][CH3:5])=[N:8][CH:9]=[N:10][C:11]=1[C:15]([F:18])([F:17])[F:16]. The yield is 1.00. (8) The reactants are [C:1]([O:4][C:5]1([CH2:8][O:9]C2CCCCO2)[CH2:7][CH2:6]1)(=[O:3])[CH3:2].CC1C=CC(S([O-])(=O)=O)=CC=1.C1C=C[NH+]=CC=1. The catalyst is CO. The product is [C:1]([O:4][C:5]1([CH2:8][OH:9])[CH2:7][CH2:6]1)(=[O:3])[CH3:2]. The yield is 0.355.